This data is from Full USPTO retrosynthesis dataset with 1.9M reactions from patents (1976-2016). The task is: Predict the reactants needed to synthesize the given product. (1) Given the product [CH3:24][O:8][C:6](=[O:7])[C:5]1[CH:4]=[CH:3][CH:33]=[C:31]([O:32][CH2:21][CH2:20][CH2:19][NH:18][C:17]([O:16][C:12]([CH3:15])([CH3:14])[CH3:13])=[O:23])[CH:30]=1, predict the reactants needed to synthesize it. The reactants are: OC[C:3]1[CH:4]=[C:5](C=CC=1)[C:6]([O-:8])=[O:7].[C:12]([O:16][C:17](=[O:23])[NH:18][CH2:19][CH2:20][CH2:21]Br)([CH3:15])([CH3:14])[CH3:13].[C:24](=O)([O-])[O-].[K+].[K+].[CH3:30][C:31]([CH3:33])=[O:32]. (2) Given the product [Cl:28][C:5]1[C:6]([C:8]2[C:9](=[O:27])[N:10]([CH2:25][CH3:26])[C:11]3[C:16]([CH:17]=2)=[CH:15][N:14]=[C:13]([NH:18][CH:19]2[CH2:23][CH2:22][N:21]([CH3:24])[CH2:20]2)[CH:12]=3)=[CH:7][C:2]([NH:1][C:43]([NH:42][C:36]2[CH:41]=[CH:40][CH:39]=[CH:38][CH:37]=2)=[O:44])=[C:3]([F:29])[CH:4]=1, predict the reactants needed to synthesize it. The reactants are: [NH2:1][C:2]1[C:3]([F:29])=[CH:4][C:5]([Cl:28])=[C:6]([C:8]2[C:9](=[O:27])[N:10]([CH2:25][CH3:26])[C:11]3[C:16]([CH:17]=2)=[CH:15][N:14]=[C:13]([NH:18][CH:19]2[CH2:23][CH2:22][N:21]([CH3:24])[CH2:20]2)[CH:12]=3)[CH:7]=1.N1C=CC=CC=1.[C:36]1([N:42]=[C:43]=[O:44])[CH:41]=[CH:40][CH:39]=[CH:38][CH:37]=1. (3) The reactants are: [C:1]1([C@@H:7]2[C@@H:12]([N+:13]([O-])=O)[CH2:11][O:10][CH:9](O)[CH2:8]2)[CH:6]=[CH:5][CH:4]=[CH:3][CH:2]=1.[C:17](O[C:17]([O:19][C:20]([CH3:23])([CH3:22])[CH3:21])=[O:18])([O:19][C:20]([CH3:23])([CH3:22])[CH3:21])=[O:18]. Given the product [OH:10][CH2:11][C@H:12]1[C@@H:7]([C:1]2[CH:6]=[CH:5][CH:4]=[CH:3][CH:2]=2)[CH2:8][CH2:9][N:13]1[C:17]([O:19][C:20]([CH3:23])([CH3:22])[CH3:21])=[O:18], predict the reactants needed to synthesize it. (4) Given the product [CH2:1]([O:5][CH2:6][CH2:7][O:8][C:9]1[CH:10]=[CH:11][C:12]([C:15]2[CH:16]=[CH:17][C:18]3[N:24]([CH2:25][CH:26]([CH3:27])[CH3:28])[CH2:23][CH2:22][C:21]([C:29]([NH:31][C:32]4[CH:33]=[CH:34][C:35]([S:38]([CH2:39][CH2:40][S:41][C:42]5[N:43]([CH3:47])[CH:44]=[CH:45][N:46]=5)=[O:57])=[CH:36][CH:37]=4)=[O:30])=[CH:20][C:19]=3[CH:48]=2)=[CH:13][CH:14]=1)[CH2:2][CH2:3][CH3:4], predict the reactants needed to synthesize it. The reactants are: [CH2:1]([O:5][CH2:6][CH2:7][O:8][C:9]1[CH:14]=[CH:13][C:12]([C:15]2[CH:16]=[CH:17][C:18]3[N:24]([CH2:25][CH:26]([CH3:28])[CH3:27])[CH2:23][CH2:22][C:21]([C:29]([NH:31][C:32]4[CH:37]=[CH:36][C:35]([S:38][CH2:39][CH2:40][S:41][C:42]5[N:43]([CH3:47])[CH:44]=[CH:45][N:46]=5)=[CH:34][CH:33]=4)=[O:30])=[CH:20][C:19]=3[CH:48]=2)=[CH:11][CH:10]=1)[CH2:2][CH2:3][CH3:4].ClC1C=CC=C(C(OO)=[O:57])C=1.S([O-])([O-])(=O)=S.[Na+].[Na+]. (5) Given the product [CH3:1][C:2]([CH3:31])([CH3:30])[C:3]([N:5]1[CH2:12][C:11]2[C:10]([NH:13][C:14](=[O:22])[C:15]3[CH:16]=[CH:17][C:18]([F:21])=[CH:19][CH:20]=3)=[N:9][NH:8][C:7]=2[C:6]1([CH3:29])[CH3:28])=[O:4], predict the reactants needed to synthesize it. The reactants are: [CH3:1][C:2]([CH3:31])([CH3:30])[C:3]([N:5]1[CH2:12][C:11]2[C:10]([NH:13][C:14](=[O:22])[C:15]3[CH:20]=[CH:19][C:18]([F:21])=[CH:17][CH:16]=3)=[N:9][N:8](C(OCC)=O)[C:7]=2[C:6]1([CH3:29])[CH3:28])=[O:4].C(Cl)Cl.CO. (6) Given the product [CH2:10]([N:17]1[CH:19]2[CH2:18][CH2:25][CH:5]1[CH2:6][C:7](=[O:8])[CH2:3]2)[C:11]1[CH:16]=[CH:15][CH:14]=[CH:13][CH:12]=1, predict the reactants needed to synthesize it. The reactants are: CO[CH:3]1[CH:7]([O:8]C)[CH2:6][CH2:5]O1.[CH2:10]([NH2:17])[C:11]1[CH:16]=[CH:15][CH:14]=[CH:13][CH:12]=1.[CH2:18]([C:25](O)=O)[C:19](CC(O)=O)=O.C([O-])(=O)C.[Na+].